The task is: Predict the product of the given reaction.. This data is from Forward reaction prediction with 1.9M reactions from USPTO patents (1976-2016). (1) Given the reactants [S:1](=[O:5])(=[O:4])([OH:3])[OH:2].C1COCC1.[F:11][C:12]1[CH:13]=[C:14]([NH:23][C:24]([C@@H:26]2[N:35]([C:36]([C@@H:38]3[CH2:41][C@H:40]([C:42]([OH:44])=[O:43])[CH2:39]3)=[O:37])[CH2:34][CH2:33][C:32]3[N:31]=[C:30]([O:45][CH3:46])[CH:29]=[CH:28][C:27]2=3)=[O:25])[CH:15]=[C:16]2[C:20]=1[C:19]([CH3:22])([CH3:21])[CH2:18][CH2:17]2, predict the reaction product. The product is: [S:1]([OH:5])([OH:4])(=[O:3])=[O:2].[F:11][C:12]1[CH:13]=[C:14]([NH:23][C:24]([C@@H:26]2[N:35]([C:36]([C@@H:38]3[CH2:41][C@H:40]([C:42]([OH:44])=[O:43])[CH2:39]3)=[O:37])[CH2:34][CH2:33][C:32]3[N:31]=[C:30]([O:45][CH3:46])[CH:29]=[CH:28][C:27]2=3)=[O:25])[CH:15]=[C:16]2[C:20]=1[C:19]([CH3:21])([CH3:22])[CH2:18][CH2:17]2. (2) Given the reactants [Cl:1][C:2]1[CH:7]=[CH:6][C:5]([NH2:8])=[C:4]([NH2:9])[CH:3]=1.[CH:10]1[C:19]2[C:14](=[CH:15][CH:16]=[CH:17][CH:18]=2)[CH:13]=[CH:12][C:11]=1[CH:20]1[CH2:26][C:25](=O)[O:24][C:22](=[O:23])[CH2:21]1, predict the reaction product. The product is: [ClH:1].[Cl:1][C:2]1[CH:7]=[CH:6][C:5]2[N:8]=[C:25]([CH2:26][CH:20]([C:11]3[CH:12]=[CH:13][C:14]4[C:19](=[CH:18][CH:17]=[CH:16][CH:15]=4)[CH:10]=3)[CH2:21][C:22]([OH:24])=[O:23])[NH:9][C:4]=2[CH:3]=1. (3) Given the reactants [Cl:1][C:2]1[N:10]=[C:9]([OH:11])[CH:8]=[CH:7][C:3]=1[C:4]([OH:6])=[O:5].FC(F)(F)S(O[CH2:18][CH:19]([F:21])[F:20])(=O)=O, predict the reaction product. The product is: [Cl:1][C:2]1[N:10]=[C:9]([O:11][CH2:18][CH:19]([F:20])[F:21])[CH:8]=[CH:7][C:3]=1[C:4]([O:6][CH2:18][CH:19]([F:21])[F:20])=[O:5]. (4) Given the reactants C(OC(=O)[NH:7][CH:8]1[CH:15]2[CH2:16][C:11]3(Br)[CH2:12][C:13](Br)([CH2:17][CH:9]1[CH2:10]3)[CH2:14]2)(C)(C)C.[OH-:21].[Na+], predict the reaction product. The product is: [NH2:7][CH:8]1[CH:15]2[CH2:14][C:13](=[CH2:12])[CH2:17][CH:9]1[CH2:10][C:11](=[O:21])[CH2:16]2. (5) Given the reactants Cl.[N+:2]([C:5]1[CH:12]=[CH:11][CH:10]=[C:9]([O:13][CH2:14][C@H:15]2[CH2:20][CH2:19][CH2:18][NH:17][CH2:16]2)[C:6]=1[C:7]#[N:8])([O-:4])=[O:3].C(N(CC)CC)C.[C:28](Cl)(=[O:33])[CH2:29][CH:30]([CH3:32])[CH3:31], predict the reaction product. The product is: [CH3:31][CH:30]([CH3:32])[CH2:29][C:28]([N:17]1[CH2:18][CH2:19][CH2:20][C@H:15]([CH2:14][O:13][C:9]2[CH:10]=[CH:11][CH:12]=[C:5]([N+:2]([O-:4])=[O:3])[C:6]=2[C:7]#[N:8])[CH2:16]1)=[O:33].